Dataset: Reaction yield outcomes from USPTO patents with 853,638 reactions. Task: Predict the reaction yield, written as a fraction of the theoretical maximum amount of product (1.0 means a 100% yield; for example, 0.34 means a 34% yield). (1) No catalyst specified. The yield is 0.590. The reactants are [Br:1][C:2]1[CH:3]=[CH:4][C:5]2[O:14][CH2:13][CH2:12][C:11]3[C:7](=[N:8][NH:9][CH:10]=3)[C:6]=2[CH:15]=1.Cl[C:17]1[N:21]([CH:22]([CH3:24])[CH3:23])[N:20]=[CH:19][N:18]=1. The product is [Br:1][C:2]1[CH:3]=[CH:4][C:5]2[O:14][CH2:13][CH2:12][C:11]3[C:7](=[N:8][N:9]([C:17]4[N:21]([CH:22]([CH3:24])[CH3:23])[N:20]=[CH:19][N:18]=4)[CH:10]=3)[C:6]=2[CH:15]=1. (2) The reactants are [Br:1][C:2]1[C:8]([C:9]([F:12])([F:11])[F:10])=[CH:7][C:5]([NH2:6])=[CH:4][C:3]=1[F:13].C(=O)([O-])[O-].[Ca+2].[C:19](Cl)(Cl)=[S:20]. The catalyst is ClCCl. The product is [Br:1][C:2]1[C:8]([C:9]([F:10])([F:11])[F:12])=[CH:7][C:5]([N:6]=[C:19]=[S:20])=[CH:4][C:3]=1[F:13]. The yield is 0.960. (3) The reactants are [Br:30][C:2]1[C:15]2[C:9](=[CH:8][CH:3]=[CH:2][CH:15]=2)[C:9]([C:16]2[C:17]3[C:22]([C:23]([Br:30])=[C:24]4[C:29]=2[CH:28]=[CH:22][CH:23]=[CH:24]4)=[CH:28][CH:29]=[CH:16][CH:17]=3)=[C:8]2[C:3]=1[CH:7]=[CH:6][CH:6]=[CH:7]2.C1(C)C=CC=CC=1.[H-].C([Al+]CC(C)C)C(C)C. The catalyst is Cl[Pd](Cl)([P](C1C=CC=CC=1)(C1C=CC=CC=1)C1C=CC=CC=1)[P](C1C=CC=CC=1)(C1C=CC=CC=1)C1C=CC=CC=1.C1COCC1. The product is [Br:30][C:23]1[CH:22]=[C:17]([CH:16]=[CH:9][C:8]2[CH:7]=[CH:6][CH:15]=[CH:2][CH:3]=2)[CH:28]=[CH:29][CH:24]=1. The yield is 0.200. (4) The reactants are [N:1]1([CH2:7][CH2:8][OH:9])[CH2:6][CH2:5][NH:4][CH2:3][CH2:2]1.[C:10](OC(=O)C)(=[O:12])[CH3:11]. The catalyst is C(Cl)Cl. The product is [OH:9][CH2:8][CH2:7][N:1]1[CH2:6][CH2:5][N:4]([C:10](=[O:12])[CH3:11])[CH2:3][CH2:2]1. The yield is 0.650. (5) The reactants are [OH-].[K+].Br[CH:4]([CH3:8])[C:5]([NH2:7])=O.COC1C=CC(P2(=S)SP(=S)(C3C=CC(OC)=CC=3)[S:18]2)=CC=1.Br[CH2:32][C:33](=O)[C:34]([OH:36])=[O:35].C1C[O:41][CH2:40][CH2:39]1. The product is [CH2:40]([O:41][CH:4]([C:5]1[S:18][CH:32]=[C:33]([C:34]([OH:36])=[O:35])[N:7]=1)[CH3:8])[CH3:39]. The yield is 1.02. The catalyst is C(O)C. (6) The reactants are [Br:1][C:2]1[CH:7]=[C:6]([O:8][CH3:9])[C:5]([O:10][CH2:11][C:12]2[CH:17]=[CH:16][C:15]([O:18][CH3:19])=[CH:14][CH:13]=2)=[CH:4][C:3]=1[C:20](=[O:27])[CH2:21][C:22]([O:24][CH2:25][CH3:26])=[O:23].[CH3:28]C(N(C)C)=O.CN(C=O)C.C(O)(=O)C.[NH2:43][C@H:44]([CH2:49][OH:50])[C:45]([CH3:48])([CH3:47])[CH3:46]. The catalyst is C1(C)C=CC=CC=1. The product is [Br:1][C:2]1[CH:7]=[C:6]([O:8][CH3:9])[C:5]([O:10][CH2:11][C:12]2[CH:13]=[CH:14][C:15]([O:18][CH3:19])=[CH:16][CH:17]=2)=[CH:4][C:3]=1[C:20](/[C:21](=[CH:28]/[NH:43][C@@H:44]([C:45]([CH3:48])([CH3:47])[CH3:46])[CH2:49][OH:50])/[C:22]([O:24][CH2:25][CH3:26])=[O:23])=[O:27]. The yield is 0.830. (7) The reactants are [CH3:1][O:2][C:3]([C:5]1[N:9]=[CH:8][NH:7][N:6]=1)=[O:4].[C:10]1([C:16](Cl)([C:23]2[CH:28]=[CH:27][CH:26]=[CH:25][CH:24]=2)[C:17]2[CH:22]=[CH:21][CH:20]=[CH:19][CH:18]=2)[CH:15]=[CH:14][CH:13]=[CH:12][CH:11]=1.C(N(CC)CC)C. The catalyst is CN(C)C=O.C(OCC)(=O)C. The product is [CH3:1][O:2][C:3]([C:5]1[N:9]=[CH:8][N:7]([C:16]([C:10]2[CH:15]=[CH:14][CH:13]=[CH:12][CH:11]=2)([C:23]2[CH:24]=[CH:25][CH:26]=[CH:27][CH:28]=2)[C:17]2[CH:18]=[CH:19][CH:20]=[CH:21][CH:22]=2)[N:6]=1)=[O:4]. The yield is 0.840.